Predict the product of the given reaction. From a dataset of Forward reaction prediction with 1.9M reactions from USPTO patents (1976-2016). (1) Given the reactants [Cl:1][C:2]1[CH:7]=[CH:6][CH:5]=[CH:4][C:3]=1B(O)O.Br[C:12]1[CH:17]=[CH:16][N:15]=[CH:14][CH:13]=1.C(=O)([O-])[O-].[K+].[K+], predict the reaction product. The product is: [Cl:1][C:2]1[CH:7]=[CH:6][CH:5]=[CH:4][C:3]=1[C:12]1[CH:17]=[CH:16][N:15]=[CH:14][CH:13]=1. (2) Given the reactants [S:1]([OH:5])([OH:4])(=[O:3])=[O:2].CS[C:8](=[NH:10])[NH2:9].[CH3:11][N:12]1[CH2:17][CH2:16][NH:15][CH2:14][CH2:13]1, predict the reaction product. The product is: [S:1]([OH:5])([OH:4])(=[O:3])=[O:2].[CH3:11][N:12]1[CH2:17][CH2:16][N:15]([C:8]([NH2:10])=[NH:9])[CH2:14][CH2:13]1. (3) Given the reactants [CH3:1][O:2][C:3]1[C:11]([CH3:12])=[CH:10][CH:9]=[C:8]2[C:4]=1[CH2:5][CH2:6][C:7]2=[O:13].[Br:14]Br.C(=O)(O)[O-].[Na+], predict the reaction product. The product is: [Br:14][CH:6]1[CH2:5][C:4]2[C:8](=[CH:9][CH:10]=[C:11]([CH3:12])[C:3]=2[O:2][CH3:1])[C:7]1=[O:13]. (4) The product is: [CH3:44][O:43][C:39]1[CH:38]=[C:37]([NH:36][C:25]2[C:24]3[C:29](=[C:30]([CH3:32])[CH:31]=[C:22]([S:19]([C:15]4[CH:16]=[CH:17][CH:18]=[C:13]([C:11]([N:10]5[CH2:47][CH2:46][NH:45][CH2:8][CH2:9]5)=[O:12])[CH:14]=4)(=[O:21])=[O:20])[CH:23]=3)[N:28]=[CH:27][C:26]=2[C:33]([NH2:35])=[O:34])[CH:42]=[CH:41][CH:40]=1. Given the reactants OCCCCCC[CH2:8][CH2:9][NH:10][C:11]([C:13]1[CH:14]=[C:15]([S:19]([C:22]2[CH:23]=[C:24]3[C:29](=[C:30]([CH3:32])[CH:31]=2)[N:28]=[CH:27][C:26]([C:33]([NH2:35])=[O:34])=[C:25]3[NH:36][C:37]2[CH:42]=[CH:41][CH:40]=[C:39]([O:43][CH3:44])[CH:38]=2)(=[O:21])=[O:20])[CH:16]=[CH:17][CH:18]=1)=[O:12].[NH:45]1CCN[CH2:47][CH2:46]1, predict the reaction product. (5) Given the reactants [CH3:1][O:2][C:3](=[O:18])[CH:4]([C:11]1[CH:16]=[CH:15][C:14](I)=[CH:13][CH:12]=1)[CH2:5][CH:6]1[CH2:10][CH2:9][CH2:8][CH2:7]1.[N:19]1[CH:24]=[CH:23][C:22](B(O)O)=[CH:21][CH:20]=1.C(=O)([O-])[O-].[Na+].[Na+], predict the reaction product. The product is: [CH3:1][O:2][C:3](=[O:18])[CH:4]([C:11]1[CH:16]=[CH:15][C:14]([C:22]2[CH:23]=[CH:24][N:19]=[CH:20][CH:21]=2)=[CH:13][CH:12]=1)[CH2:5][CH:6]1[CH2:10][CH2:9][CH2:8][CH2:7]1. (6) The product is: [CH3:18][O:17][C:7]1[N:8]=[C:9]([CH3:16])[C:10]([C:12]([O:14][CH3:15])=[O:13])=[N:11][CH:6]=1. Given the reactants CC(C)=O.Cl[C:6]1[N:11]=[C:10]([C:12]([O:14][CH3:15])=[O:13])[C:9]([CH3:16])=[N:8][C:7]=1[O:17][CH3:18].C(N(CC)CC)C, predict the reaction product.